This data is from Peptide-MHC class I binding affinity with 185,985 pairs from IEDB/IMGT. The task is: Regression. Given a peptide amino acid sequence and an MHC pseudo amino acid sequence, predict their binding affinity value. This is MHC class I binding data. (1) The peptide sequence is FVKENERVNV. The MHC is HLA-A02:02 with pseudo-sequence HLA-A02:02. The binding affinity (normalized) is 0.517. (2) The peptide sequence is GSEDRDLLY. The MHC is HLA-A31:01 with pseudo-sequence HLA-A31:01. The binding affinity (normalized) is 0.0847. (3) The peptide sequence is GHFPLQHAL. The binding affinity (normalized) is 0.0847. The MHC is HLA-B15:17 with pseudo-sequence HLA-B15:17. (4) The peptide sequence is VMCIQMKYV. The MHC is HLA-B58:01 with pseudo-sequence HLA-B58:01. The binding affinity (normalized) is 0.0847. (5) The peptide sequence is VCSFYADPK. The MHC is HLA-A03:01 with pseudo-sequence HLA-A03:01. The binding affinity (normalized) is 0.237. (6) The peptide sequence is YSHGTGTGY. The MHC is HLA-A11:01 with pseudo-sequence HLA-A11:01. The binding affinity (normalized) is 0.0847. (7) The peptide sequence is RQLPTAFEF. The MHC is Mamu-B3901 with pseudo-sequence Mamu-B3901. The binding affinity (normalized) is 0.439. (8) The peptide sequence is APRGFRAAF. The MHC is HLA-A30:01 with pseudo-sequence HLA-A30:01. The binding affinity (normalized) is 0.0847. (9) The MHC is HLA-B15:01 with pseudo-sequence HLA-B15:01. The binding affinity (normalized) is 0.594. The peptide sequence is NLITLAVSF.